This data is from Reaction yield outcomes from USPTO patents with 853,638 reactions. The task is: Predict the reaction yield, written as a fraction of the theoretical maximum amount of product (1.0 means a 100% yield; for example, 0.34 means a 34% yield). (1) The reactants are Cl[C:2]1[C:6]2[CH:7]=[CH:8][CH:9]=[CH:10][C:5]=2[S:4](=[O:12])(=[O:11])[N:3]=1.[Cl:13][C:14]1[C:18]([Cl:19])=[C:17]([CH2:20][OH:21])[S:16][N:15]=1.C(N(CC)CC)C.O. The catalyst is C(#N)C. The product is [Cl:13][C:14]1[C:18]([Cl:19])=[C:17]([CH2:20][O:21][C:2]2[C:6]3[CH:7]=[CH:8][CH:9]=[CH:10][C:5]=3[S:4](=[O:12])(=[O:11])[N:3]=2)[S:16][N:15]=1. The yield is 0.820. (2) The reactants are [CH2:1]([C:3]1[CH:8]=[CH:7][CH:6]=[C:5]([F:9])[C:4]=1[F:10])[CH3:2].[Br:11]Br. The catalyst is C(Cl)(Cl)Cl.O.CCOCC.[Fe]. The product is [Br:11][C:8]1[CH:7]=[CH:6][C:5]([F:9])=[C:4]([F:10])[C:3]=1[CH2:1][CH3:2]. The yield is 0.710. (3) The reactants are Br[C:2]1[CH:7]=[CH:6][C:5]([Br:8])=[CH:4][N:3]=1.[OH:9][C@H:10]1[CH2:14][CH2:13][NH:12][CH2:11]1.C(=O)([O-])[O-].[Na+].[Na+]. The catalyst is C(O)(C)(C)C.O. The product is [Br:8][C:5]1[CH:6]=[CH:7][C:2]([N:12]2[CH2:13][CH2:14][C@H:10]([OH:9])[CH2:11]2)=[N:3][CH:4]=1. The yield is 0.970. (4) The reactants are [C:1]([CH2:3][C:4]([OH:6])=O)#[N:2].[O:7]=[S:8]1(=[O:18])[CH:12]=[CH:11][C:10]2[CH:13]=[CH:14][C:15]([NH2:17])=[CH:16][C:9]1=2.CCN(C(C)C)C(C)C.CN(C(ON1N=NC2C=CC=CC1=2)=[N+](C)C)C.F[P-](F)(F)(F)(F)F. The catalyst is C(Cl)Cl. The product is [C:1]([CH2:3][C:4]([NH:17][C:15]1[CH:14]=[CH:13][C:10]2[CH:11]=[CH:12][S:8](=[O:18])(=[O:7])[C:9]=2[CH:16]=1)=[O:6])#[N:2]. The yield is 0.810. (5) The reactants are [CH2:1]([NH3+:7])[C@H:2]([OH:6])[C:3]([O-:5])=[O:4].CN1CCOCC1.[CH3:15][C:16]([O:19][C:20](O[C:20]([O:19][C:16]([CH3:18])([CH3:17])[CH3:15])=[O:21])=[O:21])([CH3:18])[CH3:17].NCC(O)=O.C([O-])(O)=O.[Na+]. The catalyst is O1CCOCC1.O. The product is [C:20]([NH:7][CH2:1][C@H:2]([OH:6])[C:3]([OH:5])=[O:4])([O:19][C:16]([CH3:18])([CH3:17])[CH3:15])=[O:21]. The yield is 0.815.